Predict the reaction yield, written as a fraction of the theoretical maximum amount of product (1.0 means a 100% yield; for example, 0.34 means a 34% yield). From a dataset of Reaction yield outcomes from USPTO patents with 853,638 reactions. (1) The reactants are Br[C:2]1[CH:3]=[CH:4][C:5]([F:10])=[C:6]([CH:9]=1)[CH:7]=[O:8].[CH3:11][N:12]1[C:16]([CH3:17])=[C:15](B2OC(C)(C)C(C)(C)O2)[CH:14]=[N:13]1.C([O-])([O-])=O.[K+].[K+]. The catalyst is CN(C=O)C.O.C1C=CC([P]([Pd]([P](C2C=CC=CC=2)(C2C=CC=CC=2)C2C=CC=CC=2)([P](C2C=CC=CC=2)(C2C=CC=CC=2)C2C=CC=CC=2)[P](C2C=CC=CC=2)(C2C=CC=CC=2)C2C=CC=CC=2)(C2C=CC=CC=2)C2C=CC=CC=2)=CC=1. The product is [CH3:11][N:12]1[C:16]([CH3:17])=[C:15]([C:2]2[CH:3]=[CH:4][C:5]([F:10])=[C:6]([CH:9]=2)[CH:7]=[O:8])[CH:14]=[N:13]1. The yield is 0.740. (2) The reactants are Br[CH2:2][C:3]1[N:8]=[C:7]2[N:9]=[C:10]([C:12]3[CH:17]=[CH:16][CH:15]=[C:14]([N+:18]([O-:20])=[O:19])[CH:13]=3)[O:11][C:6]2=[CH:5][CH:4]=1.CCN(CC)CC.[C:28]([N:35]1[CH2:40][CH2:39][NH:38][CH2:37][CH2:36]1)([O:30][C:31]([CH3:34])([CH3:33])[CH3:32])=[O:29]. The catalyst is CC#N. The product is [C:31]([O:30][C:28]([N:35]1[CH2:40][CH2:39][N:38]([CH2:2][C:3]2[N:8]=[C:7]3[N:9]=[C:10]([C:12]4[CH:17]=[CH:16][CH:15]=[C:14]([N+:18]([O-:20])=[O:19])[CH:13]=4)[O:11][C:6]3=[CH:5][CH:4]=2)[CH2:37][CH2:36]1)=[O:29])([CH3:34])([CH3:32])[CH3:33]. The yield is 1.00. (3) The reactants are [NH2:1][C:2]1[N:7]=[C:6]([NH2:8])[C:5]([OH:9])=[C:4]([CH2:10][CH3:11])[N:3]=1.O.[OH-].[Li+].Br[CH2:16][CH2:17][CH2:18][O:19][C:20]1[CH:25]=[CH:24][CH:23]=[CH:22][C:21]=1[CH2:26][CH2:27][C:28]([O:30]C)=[O:29]. The catalyst is CN(C=O)C.O. The product is [NH2:1][C:2]1[N:7]=[C:6]([NH2:8])[C:5]([O:9][CH2:16][CH2:17][CH2:18][O:19][C:20]2[CH:25]=[CH:24][CH:23]=[CH:22][C:21]=2[CH2:26][CH2:27][C:28]([OH:30])=[O:29])=[C:4]([CH2:10][CH3:11])[N:3]=1. The yield is 0.580. (4) The reactants are [CH2:1]([OH:13])[CH2:2][CH2:3][CH2:4][CH2:5][CH2:6][CH2:7][CH2:8][CH2:9][CH2:10][CH2:11][CH3:12].[C:14](OCC)(=[O:23])[CH:15]([C:17]1[CH:22]=[CH:21][CH:20]=[CH:19][CH:18]=1)[OH:16]. No catalyst specified. The product is [C:14]([O:13][CH2:1][CH2:2][CH2:3][CH2:4][CH2:5][CH2:6][CH2:7][CH2:8][CH2:9][CH2:10][CH2:11][CH3:12])(=[O:23])[CH:15]([C:17]1[CH:22]=[CH:21][CH:20]=[CH:19][CH:18]=1)[OH:16]. The yield is 0.560. (5) The reactants are [C:1]([O:5][C:6]([N:8]1[CH2:22][CH2:21][C:11]2[N:12]([CH3:20])[C:13]3[CH:14]=[C:15](Br)[CH:16]=[CH:17][C:18]=3[C:10]=2[CH2:9]1)=[O:7])([CH3:4])([CH3:3])[CH3:2].[CH3:23][O:24][C:25]1[CH:30]=[CH:29][C:28]([C:31]2[CH:36]=[CH:35][NH:34][C:33](=[O:37])[CH:32]=2)=[C:27]([CH3:38])[CH:26]=1.C([O-])([O-])=O.[Cs+].[Cs+].OC1C=CC=C2C=1N=CC=C2. The catalyst is CS(C)=O.[Cu](I)I. The product is [CH3:23][O:24][C:25]1[CH:30]=[CH:29][C:28]([C:31]2[CH:36]=[CH:35][N:34]([C:15]3[CH:16]=[CH:17][C:18]4[C:10]5[CH2:9][N:8]([C:6]([O:5][C:1]([CH3:4])([CH3:3])[CH3:2])=[O:7])[CH2:22][CH2:21][C:11]=5[N:12]([CH3:20])[C:13]=4[CH:14]=3)[C:33](=[O:37])[CH:32]=2)=[C:27]([CH3:38])[CH:26]=1. The yield is 0.520. (6) The reactants are [C:1]([C:5]1[CH:9]=[C:8]([NH:10][C:11]([NH:13][C@@H:14]2[C:23]3[C:18](=[CH:19][CH:20]=[CH:21][CH:22]=3)[C@H:17]([O:24][C:25]3[CH:26]=[CH:27][C:28]4[N:29]([C:31]([N:34]5[CH2:39][CH2:38][CH2:37][CH2:36][C@@H:35]5[CH3:40])=[N:32][N:33]=4)[CH:30]=3)[CH2:16][CH2:15]2)=[O:12])[N:7]([C:41]2[CH:42]=[C:43]([CH:52]=[CH:53][CH:54]=2)[O:44][CH2:45][CH2:46][O:47]S(C)(=O)=O)[N:6]=1)([CH3:4])([CH3:3])[CH3:2].[CH:55]12[NH:62][CH:59]([CH2:60][CH2:61]1)[CH2:58][O:57][CH2:56]2. The catalyst is C1COCC1. The product is [CH:46]([OH:47])=[O:57].[C:1]([C:5]1[CH:9]=[C:8]([NH:10][C:11]([NH:13][C@@H:14]2[C:23]3[C:18](=[CH:19][CH:20]=[CH:21][CH:22]=3)[C@H:17]([O:24][C:25]3[CH:26]=[CH:27][C:28]4[N:29]([C:31]([N:34]5[CH2:39][CH2:38][CH2:37][CH2:36][C@@H:35]5[CH3:40])=[N:32][N:33]=4)[CH:30]=3)[CH2:16][CH2:15]2)=[O:12])[N:7]([C:41]2[CH:54]=[CH:53][CH:52]=[C:43]([O:44][CH2:45][CH2:46][N:62]3[CH:55]4[CH2:61][CH2:60][CH:59]3[CH2:58][O:57][CH2:56]4)[CH:42]=2)[N:6]=1)([CH3:2])([CH3:3])[CH3:4]. The yield is 0.460.